Task: Binary Classification. Given a drug SMILES string, predict its activity (active/inactive) in a high-throughput screening assay against a specified biological target.. Dataset: Cav3 T-type calcium channel HTS with 100,875 compounds (1) The drug is Clc1c(OCC(=O)N2CCN(CC2)c2cc(N3CCCCC3)c([N+]([O-])=O)cc2)cccc1. The result is 0 (inactive). (2) The compound is S(c1n(N)c(nn1)c1ccc(F)cc1)CC(=O)Nc1c(OC)ccc(NC(=O)C)c1. The result is 0 (inactive). (3) The compound is O1C(C=Cc2c1cc1oc(=O)ccc1c2OC)(C)C. The result is 0 (inactive). (4) The molecule is Clc1c(nc(n2nc(cc2C)C)cc1)C(OCC(=O)N1C(CCCC1)C)=O. The result is 0 (inactive). (5) The drug is s1c(Cc2cc3OCOc3cc2)c(c(c1NC(=O)C(C)(C)C)C#N)C. The result is 0 (inactive). (6) The compound is S(CCCC(=O)N1CCN(CC1)c1c(c(ccc1)C)C)c1[nH]c2c(n1)cccc2. The result is 1 (active).